The task is: Predict the product of the given reaction.. This data is from Forward reaction prediction with 1.9M reactions from USPTO patents (1976-2016). (1) The product is: [F:1][C:2]1[CH:7]=[CH:6][C:5]([C:8]2[N:9]=[C:10]3[CH:15]=[CH:14][C:13]([N:16]4[CH2:21][CH2:20][N:19]([CH3:22])[CH2:18][CH2:17]4)=[N:12][N:11]3[C:23]=2[C:39]2[CH:40]=[CH:41][N:36]=[CH:37][CH:38]=2)=[CH:4][CH:3]=1. Given the reactants [F:1][C:2]1[CH:7]=[CH:6][C:5]([C:8]2[N:9]=[C:10]3[CH:15]=[CH:14][C:13]([N:16]4[CH2:21][CH2:20][N:19]([CH3:22])[CH2:18][CH2:17]4)=[N:12][N:11]3[C:23]=2I)=[CH:4][CH:3]=1.C(COC)OC.C(=O)(O)[O-].[Na+].[N:36]1[CH:41]=[CH:40][C:39](B(O)O)=[CH:38][CH:37]=1, predict the reaction product. (2) Given the reactants [C:1]12([N:11]3[CH2:16][CH2:15][CH2:14][CH2:13][C:12]3=[O:17])[CH2:10][CH:5]3[CH2:6][CH:7]([CH2:9][CH:3]([CH2:4]3)[CH2:2]1)[CH2:8]2.C([N-]C(C)C)(C)C.[Li+].Cl[CH2:27][C:28]1[C:33]([Cl:34])=[CH:32][CH:31]=[CH:30][C:29]=1[Cl:35].O, predict the reaction product. The product is: [C:1]12([N:11]3[CH2:16][CH2:15][CH2:14][CH:13]([CH2:27][C:28]4[C:33]([Cl:34])=[CH:32][CH:31]=[CH:30][C:29]=4[Cl:35])[C:12]3=[O:17])[CH2:2][CH:3]3[CH2:4][CH:5]([CH2:6][CH:7]([CH2:9]3)[CH2:8]1)[CH2:10]2. (3) The product is: [S:3]1[C:4]2[CH:10]=[CH:9][CH:8]=[CH:7][C:5]=2[N:6]=[C:2]1[NH:22][C@@H:18]([CH2:17][CH:14]1[CH2:13][CH2:12][CH2:11][CH2:16][CH2:15]1)[C:19]([NH:34][CH2:33][CH2:32][NH:31][C:28]1[CH:29]=[CH:30][C:25]([O:24][CH3:23])=[CH:26][CH:27]=1)=[O:21]. Given the reactants Cl[C:2]1[S:3][C:4]2[CH:10]=[CH:9][CH:8]=[CH:7][C:5]=2[N:6]=1.[CH2:11]1[CH2:16][CH2:15][CH:14]([CH2:17][C@H:18]([NH2:22])[C:19]([OH:21])=O)[CH2:13][CH2:12]1.[CH3:23][O:24][C:25]1[CH:30]=[CH:29][C:28]([NH:31][CH2:32][CH2:33][NH2:34])=[CH:27][CH:26]=1, predict the reaction product. (4) The product is: [ClH:45].[CH2:1]([C@H:8]([NH:24][C:25]([C:27]1[C:28]2[CH2:29][CH2:30][N:31]([CH:38]([CH2:42][CH2:43][CH3:44])[CH2:39][CH2:40][CH3:41])[C:32](=[O:37])[C:33]=2[CH:34]=[CH:35][CH:36]=1)=[O:26])[C@H:9]([OH:23])[CH2:10][NH:11][CH2:12][C:13]1[CH:18]=[CH:17][CH:16]=[C:15]([C:19]([F:21])([F:22])[F:20])[CH:14]=1)[C:2]1[CH:3]=[CH:4][CH:5]=[CH:6][CH:7]=1. Given the reactants [CH2:1]([C@H:8]([NH:24][C:25]([C:27]1[C:28]2[CH2:29][CH2:30][N:31]([CH:38]([CH2:42][CH2:43][CH3:44])[CH2:39][CH2:40][CH3:41])[C:32](=[O:37])[C:33]=2[CH:34]=[CH:35][CH:36]=1)=[O:26])[C@H:9]([OH:23])[CH2:10][NH:11][CH2:12][C:13]1[CH:18]=[CH:17][CH:16]=[C:15]([C:19]([F:22])([F:21])[F:20])[CH:14]=1)[C:2]1[CH:7]=[CH:6][CH:5]=[CH:4][CH:3]=1.[ClH:45], predict the reaction product. (5) Given the reactants [Cl:1][C:2]1[CH:3]=[C:4]2[C:8](=[CH:9][CH:10]=1)[N:7]([CH2:11][CH2:12][N:13]1[CH2:18][CH2:17][NH:16][CH2:15][CH2:14]1)[C:6]([CH2:19][N:20]1[C:24]3=[CH:25][N:26]=[CH:27][CH:28]=[C:23]3[C:22]3([CH2:30][CH2:29]3)[C:21]1=[O:31])=[CH:5]2.C(N(CC)CC)C.[C:39](OC(=O)C)(=[O:41])[CH3:40], predict the reaction product. The product is: [C:39]([N:16]1[CH2:15][CH2:14][N:13]([CH2:12][CH2:11][N:7]2[C:8]3[C:4](=[CH:3][C:2]([Cl:1])=[CH:10][CH:9]=3)[CH:5]=[C:6]2[CH2:19][N:20]2[C:24]3=[CH:25][N:26]=[CH:27][CH:28]=[C:23]3[C:22]3([CH2:30][CH2:29]3)[C:21]2=[O:31])[CH2:18][CH2:17]1)(=[O:41])[CH3:40]. (6) Given the reactants [CH2:1]1[C:9]2[C:4](=[CH:5][C:6]([C:10]3[CH:11]=[C:12]4[C:16](=[C:17]([C:19]([NH2:21])=[O:20])[CH:18]=3)[NH:15][CH:14]=[C:13]4[CH:22]3[CH2:27][CH2:26][N:25]([S:28]([CH2:31][CH3:32])(=[O:30])=[O:29])[CH2:24][CH2:23]3)=[CH:7][CH:8]=2)[CH2:3][NH:2]1.[CH:33](=O)[CH3:34].C([BH3-])#N.[Na+], predict the reaction product. The product is: [CH2:33]([N:2]1[CH2:3][C:4]2[C:9](=[CH:8][CH:7]=[C:6]([C:10]3[CH:11]=[C:12]4[C:16](=[C:17]([C:19]([NH2:21])=[O:20])[CH:18]=3)[NH:15][CH:14]=[C:13]4[CH:22]3[CH2:27][CH2:26][N:25]([S:28]([CH2:31][CH3:32])(=[O:29])=[O:30])[CH2:24][CH2:23]3)[CH:5]=2)[CH2:1]1)[CH3:34]. (7) Given the reactants N1C2C=CC=CC=2NC=1C1C=CC(C2C=CC=CC=2C(N)=O)=CC=1.NN1C2C([N+]([O-])=O)=CC=CC=2N=C1O.CC(C)(C)C([Cl:43])=O.[N+:46]([C:49]1[CH:50]=[CH:51][C:52]2[N:56]=[C:55](C3C=CC(N)=CC=3)[N:54]([OH:64])[C:53]=2[CH:65]=1)([O-:48])=[O:47].C(O)(=O)CC(CC(O)=O)(C(O)=O)O, predict the reaction product. The product is: [ClH:43].[N+:46]([C:49]1[CH:50]=[CH:51][C:52]2[N:56]=[CH:55][N:54]([OH:64])[C:53]=2[CH:65]=1)([O-:48])=[O:47]. (8) Given the reactants [NH2:1][C:2]1[C:3]([C:9]([O:11][CH3:12])=[O:10])=[N:4][C:5](Br)=[CH:6][N:7]=1.C(OC([N:20]1[CH2:25][CH:24]=[C:23](B2OC(C)(C)C(C)(C)O2)[CH2:22][CH2:21]1)=O)(C)(C)C.C([O-])([O-])=O.[Na+].[Na+].C1(P(C2C=CC=CC=2)C2C=CC=CC=2)C=CC=CC=1, predict the reaction product. The product is: [NH2:1][C:2]1[C:3]([C:9]([O:11][CH3:12])=[O:10])=[N:4][C:5]([C:23]2[CH2:24][CH2:25][NH:20][CH2:21][CH:22]=2)=[CH:6][N:7]=1. (9) The product is: [CH2:2]([N:9]1[CH2:14][CH2:13][C:12]2[C:26](=[O:29])[NH:32][CH:30]=[N:31][C:11]=2[CH2:10]1)[C:3]1[CH:4]=[CH:5][CH:6]=[CH:7][CH:8]=1. Given the reactants Cl.[CH2:2]([N:9]1[CH2:14][CH2:13][C:12](=O)[CH:11](C(OCC)=O)[CH2:10]1)[C:3]1[CH:8]=[CH:7][CH:6]=[CH:5][CH:4]=1.C[O-].[Na+].CO.[C:26]([OH:29])(=O)C.[CH:30]([NH2:32])=[NH:31], predict the reaction product. (10) Given the reactants OO.N.[CH2:4]([N:8]1[C:12]([C:13]([O:15][CH3:16])=[O:14])=[C:11]([CH:17]([C:19]#[N:20])[OH:18])[N:10]=[C:9]1[N:21]1[CH2:26][CH2:25][N:24]([C:27]([O:29][C:30]([CH3:33])([CH3:32])[CH3:31])=[O:28])[CH2:23][CH2:22]1)[C:5]#[C:6][CH3:7].S([O-])(O)=[O:35].[Na+], predict the reaction product. The product is: [CH2:4]([N:8]1[C:12]([C:13]([O:15][CH3:16])=[O:14])=[C:11]([CH:17]([C:19](=[O:35])[NH2:20])[OH:18])[N:10]=[C:9]1[N:21]1[CH2:26][CH2:25][N:24]([C:27]([O:29][C:30]([CH3:33])([CH3:32])[CH3:31])=[O:28])[CH2:23][CH2:22]1)[C:5]#[C:6][CH3:7].